From a dataset of NCI-60 drug combinations with 297,098 pairs across 59 cell lines. Regression. Given two drug SMILES strings and cell line genomic features, predict the synergy score measuring deviation from expected non-interaction effect. (1) Drug 1: C1=C(C(=O)NC(=O)N1)F. Drug 2: C1=CN(C(=O)N=C1N)C2C(C(C(O2)CO)O)O.Cl. Cell line: UACC62. Synergy scores: CSS=43.1, Synergy_ZIP=-7.93, Synergy_Bliss=-10.7, Synergy_Loewe=-6.65, Synergy_HSA=-5.17. (2) Drug 1: CC12CCC3C(C1CCC2=O)CC(=C)C4=CC(=O)C=CC34C. Drug 2: CC1=C(C=C(C=C1)C(=O)NC2=CC(=CC(=C2)C(F)(F)F)N3C=C(N=C3)C)NC4=NC=CC(=N4)C5=CN=CC=C5. Cell line: COLO 205. Synergy scores: CSS=26.5, Synergy_ZIP=3.10, Synergy_Bliss=9.25, Synergy_Loewe=2.75, Synergy_HSA=5.02.